From a dataset of Peptide-MHC class II binding affinity with 134,281 pairs from IEDB. Regression. Given a peptide amino acid sequence and an MHC pseudo amino acid sequence, predict their binding affinity value. This is MHC class II binding data. (1) The peptide sequence is TDATSILGIGTVLDQAETAG. The MHC is DRB1_1501 with pseudo-sequence DRB1_1501. The binding affinity (normalized) is 0.282. (2) The peptide sequence is ALLVKYVNGDGDVVA. The MHC is DRB1_0404 with pseudo-sequence DRB1_0404. The binding affinity (normalized) is 0.397. (3) The MHC is H-2-IAd with pseudo-sequence H-2-IAd. The binding affinity (normalized) is 0. The peptide sequence is GDVNYAFLHATDLLP. (4) The peptide sequence is AFQFYFELLLFDYPT. The MHC is HLA-DQA10102-DQB10602 with pseudo-sequence HLA-DQA10102-DQB10602. The binding affinity (normalized) is 0. (5) The peptide sequence is LIGLRIVFAVLSIVNRVRQG. The MHC is HLA-DQA10104-DQB10503 with pseudo-sequence HLA-DQA10104-DQB10503. The binding affinity (normalized) is 0.217. (6) The peptide sequence is EEGLMQNCNQMHASYLFQQD. The MHC is DRB1_0401 with pseudo-sequence DRB1_0401. The binding affinity (normalized) is 0. (7) The peptide sequence is AGLLGNVSTVLLGGV. The MHC is DRB1_0802 with pseudo-sequence DRB1_0802. The binding affinity (normalized) is 0. (8) The peptide sequence is EKKYFAATNFEPLAA. The MHC is DRB1_0701 with pseudo-sequence DRB1_0701. The binding affinity (normalized) is 0.746. (9) The peptide sequence is NKGILVTVNPIASTN. The MHC is H-2-IAb with pseudo-sequence H-2-IAb. The binding affinity (normalized) is 0.583.